From a dataset of Catalyst prediction with 721,799 reactions and 888 catalyst types from USPTO. Predict which catalyst facilitates the given reaction. (1) Reactant: Cl.[CH3:2][O:3][C:4]([C:6]1([NH2:12])[CH2:11][CH2:10][S:9][CH2:8][CH2:7]1)=[O:5].[OH:13][C:14]1[C:22]([CH3:23])=[CH:21][CH:20]=[CH:19][C:15]=1[C:16](O)=[O:17].CN(C(ON1N=NC2C=CC=NC1=2)=[N+](C)C)C.F[P-](F)(F)(F)(F)F.CCN(C(C)C)C(C)C. Product: [CH3:2][O:3][C:4]([C:6]1([NH:12][C:16](=[O:17])[C:15]2[CH:19]=[CH:20][CH:21]=[C:22]([CH3:23])[C:14]=2[OH:13])[CH2:7][CH2:8][S:9][CH2:10][CH2:11]1)=[O:5]. The catalyst class is: 3. (2) Reactant: [C:1]([C:5]1[CH:10]=[C:9]([NH2:11])[CH:8]=[C:7]([C:12]([CH3:15])([CH3:14])[CH3:13])[C:6]=1[OH:16])([CH3:4])([CH3:3])[CH3:2].[C:17]([O-:20])(=[O:19])[CH3:18].[Na+].[C:22](OCCBr)(=O)[CH3:23].O. Product: [C:17]([O:20][N:11]([CH2:22][CH3:23])[C:9]1[CH:8]=[C:7]([C:12]([CH3:15])([CH3:14])[CH3:13])[C:6]([OH:16])=[C:5]([C:1]([CH3:4])([CH3:3])[CH3:2])[CH:10]=1)(=[O:19])[CH3:18]. The catalyst class is: 8. (3) Reactant: [C:1]([O:4][CH2:5][N:6]([CH3:27])[N:7]=[N:8][C:9]1[CH:10]=[C:11]2[C:16](=[CH:17][CH:18]=1)[N:15]=[CH:14][N:13]=[C:12]2[NH:19][C:20]1[CH:25]=[CH:24][CH:23]=[C:22]([Cl:26])[CH:21]=1)(=O)C. Product: [CH3:1][O:4][CH2:5][N:6]([CH3:27])[N:7]=[N:8][C:9]1[CH:10]=[C:11]2[C:16](=[CH:17][CH:18]=1)[N:15]=[CH:14][N:13]=[C:12]2[NH:19][C:20]1[CH:25]=[CH:24][CH:23]=[C:22]([Cl:26])[CH:21]=1. The catalyst class is: 5. (4) Reactant: [CH3:1][O:2][C:3](=[O:14])[C:4]1[CH:9]=[C:8]([F:10])[C:7](F)=[C:6]([CH3:12])[C:5]=1[F:13].[CH2:15]([NH2:22])[C:16]1[CH:21]=[CH:20][CH:19]=[CH:18][CH:17]=1.C(N(CC)CC)C.C(OCC)(=O)C. Product: [CH3:1][O:2][C:3](=[O:14])[C:4]1[CH:9]=[C:8]([F:10])[C:7]([NH:22][CH2:15][C:16]2[CH:21]=[CH:20][CH:19]=[CH:18][CH:17]=2)=[C:6]([CH3:12])[C:5]=1[F:13]. The catalyst class is: 58. (5) Reactant: C[O:2][C:3](=O)[C:4]#[C:5][C:6]1[CH:11]=[CH:10][C:9]([F:12])=[CH:8][CH:7]=1.[CH3:14][NH:15][NH2:16]. Product: [F:12][C:9]1[CH:10]=[CH:11][C:6]([C:5]2[N:15]([CH3:14])[NH:16][C:3](=[O:2])[CH:4]=2)=[CH:7][CH:8]=1. The catalyst class is: 24. (6) Product: [CH:20]1[C:29]2[C:24](=[CH:25][CH:26]=[CH:27][CH:28]=2)[CH:23]=[CH:22][C:21]=1[S:30]([N:5]1[CH2:6][CH2:7][CH2:8][N:2]([C:9]2[CH:19]=[CH:18][C:12]([C:13]([O:15][CH2:16][CH3:17])=[O:14])=[CH:11][CH:10]=2)[CH2:3][CH2:4]1)(=[O:31])=[O:32]. The catalyst class is: 2. Reactant: Cl.[N:2]1([C:9]2[CH:19]=[CH:18][C:12]([C:13]([O:15][CH2:16][CH3:17])=[O:14])=[CH:11][CH:10]=2)[CH2:8][CH2:7][CH2:6][NH:5][CH2:4][CH2:3]1.[CH:20]1[C:29]2[C:24](=[CH:25][CH:26]=[CH:27][CH:28]=2)[CH:23]=[CH:22][C:21]=1[S:30](Cl)(=[O:32])=[O:31].C([O-])(O)=O.[Na+]. (7) Reactant: C1C=CC(O[C:8]([O:12][C:13]2[CH:18]=[CH:17][CH:16]=[CH:15][CH:14]=2)=[N:9][C:10]#[N:11])=CC=1.[N:19]1([CH2:24][CH2:25][O:26][C:27]2[CH:33]=[CH:32][C:30]([NH2:31])=[CH:29][CH:28]=2)[CH2:23][CH2:22][CH2:21][CH2:20]1. Product: [C:10](/[N:9]=[C:8](\[O:12][C:13]1[CH:14]=[CH:15][CH:16]=[CH:17][CH:18]=1)/[NH:31][C:30]1[CH:32]=[CH:33][C:27]([O:26][CH2:25][CH2:24][N:19]2[CH2:23][CH2:22][CH2:21][CH2:20]2)=[CH:28][CH:29]=1)#[N:11]. The catalyst class is: 32.